From a dataset of Full USPTO retrosynthesis dataset with 1.9M reactions from patents (1976-2016). Predict the reactants needed to synthesize the given product. (1) Given the product [ClH:45].[Br:33][C:34]1[CH:35]=[C:36]2[C:41](=[CH:42][CH:43]=1)[C:40]([CH2:44][N:14]1[C:13](=[O:29])[C@@H:12]([NH:11][C:10](=[O:30])[C@@H:8]([NH:7][CH3:31])[CH3:9])[CH2:18][N:17]([C:19](=[O:24])[CH2:20][CH:21]([CH3:22])[CH3:23])[C:16]3[CH:25]=[CH:26][CH:27]=[CH:28][C:15]1=3)=[C:39]([O:46][CH3:47])[CH:38]=[CH:37]2, predict the reactants needed to synthesize it. The reactants are: C(OC(=O)[N:7]([CH3:31])[C@H:8]([C:10](=[O:30])[NH:11][C@H:12]1[CH2:18][N:17]([C:19](=[O:24])[CH2:20][CH:21]([CH3:23])[CH3:22])[C:16]2[CH:25]=[CH:26][CH:27]=[CH:28][C:15]=2[NH:14][C:13]1=[O:29])[CH3:9])(C)(C)C.[Br:33][C:34]1[CH:35]=[C:36]2[C:41](=[CH:42][CH:43]=1)[C:40]([CH2:44][Cl:45])=[C:39]([O:46][CH3:47])[CH:38]=[CH:37]2. (2) The reactants are: [F:1][CH:2]([F:14])[O:3][C:4]1[CH:9]=[CH:8][C:7]([CH2:10]O)=[CH:6][C:5]=1[O:12][CH3:13].N1C=CC=CC=1.CS([Cl:25])(=O)=O.C(=O)(O)[O-].[Na+]. Given the product [Cl:25][CH2:10][C:7]1[CH:8]=[CH:9][C:4]([O:3][CH:2]([F:14])[F:1])=[C:5]([O:12][CH3:13])[CH:6]=1, predict the reactants needed to synthesize it. (3) Given the product [O:19]=[C:14]1[CH2:13][CH2:12][C:11]2[C:16](=[CH:17][CH:18]=[C:9]([C:6]3[CH:5]=[CH:4][C:3]([C:2]([F:1])([F:20])[F:21])=[CH:8][CH:7]=3)[CH:10]=2)[N:15]1[CH2:29][C:30]([O:32][C:33]([CH3:36])([CH3:35])[CH3:34])=[O:31], predict the reactants needed to synthesize it. The reactants are: [F:1][C:2]([F:21])([F:20])[C:3]1[CH:8]=[CH:7][C:6]([C:9]2[CH:10]=[C:11]3[C:16](=[CH:17][CH:18]=2)[NH:15][C:14](=[O:19])[CH2:13][CH2:12]3)=[CH:5][CH:4]=1.C(=O)([O-])[O-].[K+].[K+].Br[CH2:29][C:30]([O:32][C:33]([CH3:36])([CH3:35])[CH3:34])=[O:31].O. (4) Given the product [I:33][C:15]1[C:13]2[N:14]=[C:9]([O:8][CH2:1][C:2]3[CH:3]=[CH:4][CH:5]=[CH:6][CH:7]=3)[N:10]=[C:11]([O:18][CH2:19][C:20]3[CH:25]=[CH:24][CH:23]=[CH:22][CH:21]=3)[C:12]=2[NH:17][CH:16]=1, predict the reactants needed to synthesize it. The reactants are: [CH2:1]([O:8][C:9]1[N:10]=[C:11]([O:18][CH2:19][C:20]2[CH:25]=[CH:24][CH:23]=[CH:22][CH:21]=2)[C:12]2[NH:17][CH:16]=[CH:15][C:13]=2[N:14]=1)[C:2]1[CH:7]=[CH:6][CH:5]=[CH:4][CH:3]=1.C1C(=O)N([I:33])C(=O)C1. (5) Given the product [CH:24]1([N:7]([C@H:1]2[CH2:2][CH2:3][C@H:4]([CH3:44])[CH2:5][CH2:6]2)[C:8](=[O:23])[NH:9][C:10]2[S:11][C:12]([S:15]([NH:18][C:19]3([C:20]([OH:22])=[O:21])[CH2:35][CH2:30][CH2:31]3)(=[O:16])=[O:17])=[CH:13][N:14]=2)[CH2:29][CH2:28][CH2:27][CH2:26][CH2:25]1, predict the reactants needed to synthesize it. The reactants are: [CH:1]1([N:7]([CH:24]2[CH2:29][CH2:28][CH2:27][CH2:26][CH2:25]2)[C:8](=[O:23])[NH:9][C:10]2[S:11][C:12]([S:15]([NH:18][CH2:19][C:20]([OH:22])=[O:21])(=[O:17])=[O:16])=[CH:13][N:14]=2)[CH2:6][CH2:5][CH2:4][CH2:3][CH2:2]1.[CH:30]1(N[C@H]2CC[C@H](C)CC2)[CH2:35]CCC[CH2:31]1.[CH3:44]OC(C1(NS(C2SC(N)=NC=2)(=O)=O)CCC1)=O. (6) Given the product [O:12]=[C:11]1[C:13]2[C:14](=[CH:18][CH:19]=[CH:20][CH:21]=2)[C:15](=[O:16])[N:10]1[CH2:9][CH2:8][CH:7]([OH:22])[CH2:6][O:5][C:4]1[CH:23]=[C:24]([N+:27]([O-:29])=[O:28])[CH:25]=[CH:26][C:3]=1[C:1]#[N:2], predict the reactants needed to synthesize it. The reactants are: [C:1]([C:3]1[CH:26]=[CH:25][C:24]([N+:27]([O-:29])=[O:28])=[CH:23][C:4]=1[O:5][CH2:6][CH:7]([OH:22])[CH2:8][CH2:9][NH:10][C:11]([C:13]1[CH:21]=[CH:20][CH:19]=[CH:18][C:14]=1[C:15](O)=[O:16])=[O:12])#[N:2].Cl. (7) Given the product [CH3:1][C:2]1[N:7]=[C:6]([C:8]([NH:10][C:11]2[C:12]([C:22]([NH:24][CH2:25][C:26]([F:28])([F:27])[F:29])=[O:23])=[N:13][NH:14][CH:15]=2)=[O:9])[CH:5]=[CH:4][CH:3]=1, predict the reactants needed to synthesize it. The reactants are: [CH3:1][C:2]1[N:7]=[C:6]([C:8]([NH:10][C:11]2[C:12]([C:22]([NH:24][CH2:25][C:26]([F:29])([F:28])[F:27])=[O:23])=[N:13][N:14](C3CCCCO3)[CH:15]=2)=[O:9])[CH:5]=[CH:4][CH:3]=1.O.C1(C)C=CC(S(O)(=O)=O)=CC=1. (8) Given the product [NH2:1][C:2]1[NH:7][C:15](=[O:18])[C:5]2[CH:6]=[CH:12][N:9]([CH3:10])[C:4]=2[N:3]=1, predict the reactants needed to synthesize it. The reactants are: [NH2:1][C:2]1[N:7]=[C:6](O)[CH:5]=[C:4]([NH:9][CH3:10])[N:3]=1.Cl[CH2:12]C=O.[C:15](=[O:18])([O-])[O-].[K+].[K+].